Dataset: Forward reaction prediction with 1.9M reactions from USPTO patents (1976-2016). Task: Predict the product of the given reaction. (1) Given the reactants [C:1]([N:4]1[C:13]2[C:8](=[CH:9][C:10]([F:14])=[CH:11][CH:12]=2)[C@H:7]([NH:15]C(=O)OCC2C=CC=CC=2)[C@@H:6]([CH3:26])[C@@H:5]1[CH:27]1[CH2:29][CH2:28]1)(=[O:3])[CH3:2], predict the reaction product. The product is: [NH2:15][C@H:7]1[C:8]2[C:13](=[CH:12][CH:11]=[C:10]([F:14])[CH:9]=2)[N:4]([C:1](=[O:3])[CH3:2])[C@@H:5]([CH:27]2[CH2:29][CH2:28]2)[C@@H:6]1[CH3:26]. (2) Given the reactants [NH2:1][CH2:2][C:3]([O:5][C@H:6]([C:17]1[CH:22]=[CH:21][C:20]([O:23][CH:24]([F:26])[F:25])=[C:19]([O:27][CH2:28][CH:29]2[CH2:31][CH2:30]2)[CH:18]=1)[CH2:7][C:8]1[C:13]([Cl:14])=[CH:12][N+:11]([O-:15])=[CH:10][C:9]=1[Cl:16])=[O:4].[N+:32]([C:35]1[CH:40]=[CH:39][C:38]([CH2:41][S:42](Cl)(=[O:44])=[O:43])=[CH:37][CH:36]=1)([O-:34])=[O:33], predict the reaction product. The product is: [Cl:16][C:9]1[CH:10]=[N+:11]([O-:15])[CH:12]=[C:13]([Cl:14])[C:8]=1[CH2:7][C@@H:6]([C:17]1[CH:22]=[CH:21][C:20]([O:23][CH:24]([F:26])[F:25])=[C:19]([O:27][CH2:28][CH:29]2[CH2:31][CH2:30]2)[CH:18]=1)[O:5][C:3](=[O:4])[CH2:2][NH:1][S:42]([CH2:41][C:38]1[CH:37]=[CH:36][C:35]([N+:32]([O-:34])=[O:33])=[CH:40][CH:39]=1)(=[O:43])=[O:44]. (3) Given the reactants [C:1]([C@@:18]1([N:26]2[C:36]3[N:35]=[C:33]([NH2:34])[NH:32][C:30](=[O:31])[C:29]=3[N:28]=[CH:27]2)[O:25][C@H:22]([CH2:23][OH:24])[C@@H:20]([OH:21])[CH2:19]1)(=[O:17])[CH2:2][CH2:3][CH2:4][CH2:5][CH2:6][CH2:7][CH2:8][CH2:9][CH2:10][CH2:11][CH2:12][CH2:13][CH2:14][CH2:15][CH3:16].[Br:37]C1N(C2N=C(N)NC(=O)C=2N=1)[C@@H]1O[C@H](CO)[C@@H](O)[C@H]1O.O.[C@@H]1(N2C3N=C(N)NC(=O)C=3N=C2)O[C@H](CO)[C@@H](O)C1, predict the reaction product. The product is: [C:1]([C@@:18]1([N:26]2[C:36]3[N:35]=[C:33]([NH2:34])[NH:32][C:30](=[O:31])[C:29]=3[N:28]=[C:27]2[Br:37])[O:25][C@H:22]([CH2:23][OH:24])[C@@H:20]([OH:21])[CH2:19]1)(=[O:17])[CH2:2][CH2:3][CH2:4][CH2:5][CH2:6][CH2:7][CH2:8][CH2:9][CH2:10][CH2:11][CH2:12][CH2:13][CH2:14][CH2:15][CH3:16]. (4) Given the reactants C[O:2][C:3](=[O:16])[CH2:4][CH2:5][CH2:6][N:7]([CH:11]1[CH2:15][CH2:14][CH2:13][CH2:12]1)[C:8]([NH2:10])=[S:9].Br[CH2:18][C:19]([C:21]1[CH:26]=[CH:25][C:24]([CH:27]([CH3:29])[CH3:28])=[CH:23][CH:22]=1)=O, predict the reaction product. The product is: [CH:11]1([N:7]([C:8]2[S:9][CH:18]=[C:19]([C:21]3[CH:26]=[CH:25][C:24]([CH:27]([CH3:29])[CH3:28])=[CH:23][CH:22]=3)[N:10]=2)[CH2:6][CH2:5][CH2:4][C:3]([OH:2])=[O:16])[CH2:15][CH2:14][CH2:13][CH2:12]1. (5) Given the reactants [Li]CCCC.[NH2:6][C:7]1[CH:12]=[CH:11][C:10]([CH3:13])=[CH:9][N:8]=1.[Si:14]([O:21][CH:22]([CH2:28][CH2:29][CH2:30][CH3:31])[C:23](OCC)=[O:24])([C:17]([CH3:20])([CH3:19])[CH3:18])([CH3:16])[CH3:15].O, predict the reaction product. The product is: [Si:14]([O:21][CH:22]([CH2:28][CH2:29][CH2:30][CH3:31])[C:23]([NH:6][C:7]1[CH:12]=[CH:11][C:10]([CH3:13])=[CH:9][N:8]=1)=[O:24])([C:17]([CH3:20])([CH3:19])[CH3:18])([CH3:15])[CH3:16]. (6) Given the reactants [C:1]([N:8]1[CH2:13][CH2:12][CH2:11][CH:10]([CH2:14][NH:15][C:16]2[CH:21]=[CH:20][CH:19]=[CH:18][CH:17]=2)[CH2:9]1)([O:3][C:4]([CH3:7])([CH3:6])[CH3:5])=[O:2].[CH2:22]([N:24]=[C:25]=[O:26])[CH3:23], predict the reaction product. The product is: [C:1]([N:8]1[CH2:13][CH2:12][CH2:11][CH:10]([CH2:14][N:15]([C:16]2[CH:21]=[CH:20][CH:19]=[CH:18][CH:17]=2)[C:25]([NH:24][CH2:22][CH3:23])=[O:26])[CH2:9]1)([O:3][C:4]([CH3:6])([CH3:7])[CH3:5])=[O:2]. (7) Given the reactants [CH2:1]([O:3][C:4]([N:6]1[C:15]2[C:10](=[N:11][C:12]([O:16][CH3:17])=[CH:13][CH:14]=2)[C@@H:9]([NH:18][CH:19]([C:34]2[N:39]=[CH:38][C:37](/[CH:40]=[C:41](\[NH:46]C(OCC3C=CC=CC=3)=O)/[C:42]([O:44][CH3:45])=[O:43])=[CH:36][N:35]=2)[C:20]2[CH:25]=[C:24]([C:26]([F:29])([F:28])[F:27])[CH:23]=[C:22]([C:30]([F:33])([F:32])[F:31])[CH:21]=2)[CH2:8][C@H:7]1[CH2:57][CH3:58])=[O:5])[CH3:2], predict the reaction product. The product is: [CH2:1]([O:3][C:4]([N:6]1[C:15]2[C:10](=[N:11][C:12]([O:16][CH3:17])=[CH:13][CH:14]=2)[C@@H:9]([NH:18][CH:19]([C:34]2[N:39]=[CH:38][C:37]([CH2:40][CH:41]([NH2:46])[C:42]([O:44][CH3:45])=[O:43])=[CH:36][N:35]=2)[C:20]2[CH:21]=[C:22]([C:30]([F:33])([F:31])[F:32])[CH:23]=[C:24]([C:26]([F:27])([F:28])[F:29])[CH:25]=2)[CH2:8][C@H:7]1[CH2:57][CH3:58])=[O:5])[CH3:2]. (8) Given the reactants [NH2:1][CH:2]1[CH2:7][CH2:6][N:5](C(OC(C)(C)C)=O)[CH2:4][CH2:3]1.[N:15]([C:18]1[CH:23]=[C:22]([C:24]([F:27])([F:26])[F:25])[CH:21]=[C:20]([C:28]([F:31])([F:30])[F:29])[CH:19]=1)=[C:16]=[O:17], predict the reaction product. The product is: [F:25][C:24]([F:26])([F:27])[C:22]1[CH:23]=[C:18]([NH:15][C:16]([NH:1][CH:2]2[CH2:3][CH2:4][NH:5][CH2:6][CH2:7]2)=[O:17])[CH:19]=[C:20]([C:28]([F:31])([F:29])[F:30])[CH:21]=1.